This data is from Catalyst prediction with 721,799 reactions and 888 catalyst types from USPTO. The task is: Predict which catalyst facilitates the given reaction. (1) Reactant: C(N(CC)CC)C.[CH3:8][C:9]1([CH3:17])[O:14][C:13](=[O:15])[CH2:12][C:11](=[O:16])[CH2:10]1.[Cl:18][C:19]1[CH:24]=[CH:23][C:22]([N:25]=[C:26]=[O:27])=[CH:21][C:20]=1[C:28]([F:31])([F:30])[F:29]. Product: [Cl:18][C:19]1[CH:24]=[CH:23][C:22]([NH:25][C:26]([CH:12]2[C:11](=[O:16])[CH2:10][C:9]([CH3:17])([CH3:8])[O:14][C:13]2=[O:15])=[O:27])=[CH:21][C:20]=1[C:28]([F:29])([F:30])[F:31]. The catalyst class is: 3. (2) Reactant: [OH-].[Na+].[CH2:3]([CH:5]([CH2:9][CH2:10][CH2:11][CH3:12])[C:6]([OH:8])=[O:7])[CH3:4].[Cl-].Cl[C:15]([O:17][CH3:18])=[O:16]. Product: [C:15](=[O:16])([O:17][CH3:18])[O:7][C:6](=[O:8])[CH:5]([CH2:3][CH3:4])[CH2:9][CH2:10][CH2:11][CH3:12]. The catalyst class is: 6. (3) Reactant: FC(F)(F)C(O)=O.[CH3:8][O:9][C:10]([C@H:12]1[CH2:17][NH:16][CH2:15][CH2:14][N:13]1[C:18]1[CH:23]=[CH:22][C:21]([Cl:24])=[CH:20][CH:19]=1)=[O:11].[C:25]([O:29][C:30]([NH:32][C@@H:33]([CH:37]([CH3:39])[CH3:38])[C:34](O)=[O:35])=[O:31])([CH3:28])([CH3:27])[CH3:26].CCN(C(C)C)C(C)C.CN(C(ON1N=NC2C=CC=CC1=2)=[N+](C)C)C.F[P-](F)(F)(F)(F)F. Product: [CH3:8][O:9][C:10]([C@H:12]1[CH2:17][N:16]([C:34](=[O:35])[C@@H:33]([NH:32][C:30]([O:29][C:25]([CH3:26])([CH3:28])[CH3:27])=[O:31])[CH:37]([CH3:39])[CH3:38])[CH2:15][CH2:14][N:13]1[C:18]1[CH:23]=[CH:22][C:21]([Cl:24])=[CH:20][CH:19]=1)=[O:11]. The catalyst class is: 31. (4) Reactant: Cl[C:2]1[C:3]2[N:4]([N:9]=[C:10]([C:12]([O:14][CH2:15][CH3:16])=[O:13])[CH:11]=2)[CH:5]=[C:6]([CH3:8])[N:7]=1.[CH3:17]B(O)O.C([O-])([O-])=O.[K+].[K+].CN(C=O)C. Product: [CH3:17][C:2]1[C:3]2[N:4]([N:9]=[C:10]([C:12]([O:14][CH2:15][CH3:16])=[O:13])[CH:11]=2)[CH:5]=[C:6]([CH3:8])[N:7]=1. The catalyst class is: 235. (5) Reactant: [C:1]([O:5][C:6](=[O:35])[NH:7][CH:8]([CH2:27][C:28]1[CH:33]=[CH:32][C:31]([Cl:34])=[CH:30][CH:29]=1)[C:9]([N:11]1[CH2:16][CH2:15][N:14]([C:17]2[C:18]3[S:25][C:24](I)=[CH:23][C:19]=3[N:20]=[CH:21][N:22]=2)[CH2:13][CH2:12]1)=[O:10])([CH3:4])([CH3:3])[CH3:2].[C:36]([Cu])#[N:37]. Product: [C:1]([O:5][C:6](=[O:35])[NH:7][CH:8]([CH2:27][C:28]1[CH:33]=[CH:32][C:31]([Cl:34])=[CH:30][CH:29]=1)[C:9]([N:11]1[CH2:16][CH2:15][N:14]([C:17]2[C:18]3[S:25][C:24]([C:36]#[N:37])=[CH:23][C:19]=3[N:20]=[CH:21][N:22]=2)[CH2:13][CH2:12]1)=[O:10])([CH3:4])([CH3:3])[CH3:2]. The catalyst class is: 17.